Dataset: Tox21: 12 toxicity assays (nuclear receptors and stress response pathways). Task: Binary classification across 12 toxicity assays. (1) The drug is COc1cc2ncnc(Nc3ccc(F)c(Cl)c3)c2cc1OCCCN1CCOCC1. It tested positive (active) for: NR-AhR (Aryl hydrocarbon Receptor agonist activity), and SR-ARE (Antioxidant Response Element (oxidative stress)). (2) It tested positive (active) for: SR-MMP (Mitochondrial Membrane Potential disruption). The drug is OC1CCCCCCCCCCC1. (3) The molecule is CC(=O)C(Cl)(Cl)Cl. It tested positive (active) for: SR-MMP (Mitochondrial Membrane Potential disruption). (4) The molecule is O=[N+]([O-])c1cc(C(F)(F)F)c(Cl)c([N+](=O)[O-])c1Nc1ncc(C(F)(F)F)cc1Cl. It tested positive (active) for: NR-AhR (Aryl hydrocarbon Receptor agonist activity), NR-Aromatase (Aromatase enzyme inhibition), NR-ER-LBD (Estrogen Receptor Ligand Binding Domain agonist), NR-PPAR-gamma (PPAR-gamma nuclear receptor agonist), SR-HSE (Heat Shock Element response), and SR-p53 (p53 tumor suppressor activation). (5) The molecule is COP(=S)(OC)Oc1cc(Cl)c(Cl)cc1Cl. It tested positive (active) for: NR-AhR (Aryl hydrocarbon Receptor agonist activity), and SR-MMP (Mitochondrial Membrane Potential disruption).